From a dataset of Forward reaction prediction with 1.9M reactions from USPTO patents (1976-2016). Predict the product of the given reaction. (1) The product is: [Br:83][C:84]1[CH:89]=[C:88]([NH:71][CH:68]2[CH2:67][CH2:66][CH:65]([NH:64][C:58]3[C:57]4[C:62](=[CH:63][C:54]([Cl:53])=[CH:55][CH:56]=4)[N:61]=[CH:60][CH:59]=3)[CH2:70][CH2:69]2)[CH:87]=[C:86]([CH3:90])[CH:85]=1. Given the reactants C1C=CC(P(C2C(C3C(P(C4C=CC=CC=4)C4C=CC=CC=4)=CC=C4C=3C=CC=C4)=C3C(C=CC=C3)=CC=2)C2C=CC=CC=2)=CC=1.CC(C)([O-])C.[Na+].[Cl:53][C:54]1[CH:63]=[C:62]2[C:57]([C:58]([NH:64][C@H:65]3[CH2:70][CH2:69][C@@H:68]([NH:71]C4C5C(=CC(Cl)=CC=5)N=CC=4)[CH2:67][CH2:66]3)=[CH:59][CH:60]=[N:61]2)=[CH:56][CH:55]=1.[Br:83][C:84]1[C:85](Br)=[C:86]([CH3:90])[CH:87]=[CH:88][CH:89]=1, predict the reaction product. (2) Given the reactants [Cl:1][C:2]1[CH:3]=[C:4]([CH:16]=[CH:17][CH:18]=1)[O:5][CH2:6][C:7]([NH:9][CH:10]1[CH2:15][CH2:14][NH:13][CH2:12][CH2:11]1)=[O:8].[F:19][C:20]([F:35])([F:34])[C:21]1[N:26]=[CH:25][C:24]([N:27]2[CH:31]=[CH:30][C:29]([CH:32]=O)=[CH:28]2)=[CH:23][CH:22]=1, predict the reaction product. The product is: [Cl:1][C:2]1[CH:3]=[C:4]([CH:16]=[CH:17][CH:18]=1)[O:5][CH2:6][C:7]([NH:9][CH:10]1[CH2:15][CH2:14][N:13]([CH2:32][C:29]2[CH:30]=[CH:31][N:27]([C:24]3[CH:25]=[N:26][C:21]([C:20]([F:35])([F:19])[F:34])=[CH:22][CH:23]=3)[CH:28]=2)[CH2:12][CH2:11]1)=[O:8]. (3) Given the reactants [C:1]([NH2:6])(=[O:5])[CH:2]([CH3:4])[CH3:3].C(Cl)(=O)[C:8](Cl)=[O:9].[CH3:13][N:14]1[CH:18]=[C:17]([C:19]2[CH:24]=[C:23]([O:25][C:26]3[CH:27]=[CH:28][C:29]([NH2:32])=[N:30][CH:31]=3)[CH:22]=[CH:21][N:20]=2)[CH:16]=[N:15]1.N1C=CC=CC=1, predict the reaction product. The product is: [CH3:13][N:14]1[CH:18]=[C:17]([C:19]2[CH:24]=[C:23]([O:25][C:26]3[CH:27]=[CH:28][C:29]([NH:32][C:8]([NH:6][C:1](=[O:5])[CH:2]([CH3:4])[CH3:3])=[O:9])=[N:30][CH:31]=3)[CH:22]=[CH:21][N:20]=2)[CH:16]=[N:15]1. (4) Given the reactants [C:1]([C:4]1[C:5]([C:19](=O)[CH3:20])=[C:6]([CH3:18])[N:7]([C:10]2[CH:15]=[CH:14][C:13]([OH:16])=[C:12]([CH3:17])[CH:11]=2)[C:8]=1[CH3:9])(=O)[CH3:2].[NH2:22][NH2:23], predict the reaction product. The product is: [CH3:17][C:12]1[CH:11]=[C:10]([N:7]2[C:8]([CH3:9])=[C:4]3[C:5]([C:19]([CH3:20])=[N:22][N:23]=[C:1]3[CH3:2])=[C:6]2[CH3:18])[CH:15]=[CH:14][C:13]=1[OH:16].